This data is from Forward reaction prediction with 1.9M reactions from USPTO patents (1976-2016). The task is: Predict the product of the given reaction. (1) Given the reactants CO[CH2:3][NH:4][CH2:5][CH2:6][C@H:7]([C:9]1[CH:14]=[CH:13][CH:12]=[CH:11][CH:10]=1)[OH:8], predict the reaction product. The product is: [CH3:3][NH:4][CH2:5][CH2:6][C@H:7]([C:9]1[CH:14]=[CH:13][CH:12]=[CH:11][CH:10]=1)[OH:8]. (2) Given the reactants [CH3:1][O:2][C:3]([N:5]([C:20]1[C:29]([C:30]([O:32][CH3:33])=[O:31])=[C:28]2[C:23]([CH:24]3[CH2:34][CH:25]3[CH2:26][O:27]2)=[CH:22][CH:21]=1)[S:6]([C:9]1[CH:14]=[CH:13][C:12]([F:15])=[CH:11][C:10]=1/[CH:16]=[CH:17]\[CH2:18]O)(=[O:8])=[O:7])=[O:4].BrC1C=C(F)C=CC=1S(N(C1C(C(OC)=O)=C2C(C3CC3CO2)=CC=1)[C:47](OC)=[O:48])(=O)=O, predict the reaction product. The product is: [CH3:1][O:2][C:3]([N:5]([C:20]1[C:29]([C:30]([O:32][CH3:33])=[O:31])=[C:28]2[C:23]([CH:24]3[CH2:34][CH:25]3[CH2:26][O:27]2)=[CH:22][CH:21]=1)[S:6]([C:9]1[CH:14]=[CH:13][C:12]([F:15])=[CH:11][C:10]=1/[CH:16]=[CH:17]\[CH2:18][CH2:47][OH:48])(=[O:7])=[O:8])=[O:4]. (3) Given the reactants [NH2:1][C:2]1[C:11]2[CH:10]=[CH:9][C:8]([F:12])=[C:7](Br)[C:6]=2[N:5]=[C:4]2[CH2:14][N:15]([CH2:18][CH3:19])[C:16](=[O:17])[C:3]=12.[CH3:20][C:21]1[CH:26]=[CH:25][N:24]=[CH:23][C:22]=1B(O)O, predict the reaction product. The product is: [NH2:1][C:2]1[C:11]2[CH:10]=[CH:9][C:8]([F:12])=[C:7]([C:22]3[CH:23]=[N:24][CH:25]=[CH:26][C:21]=3[CH3:20])[C:6]=2[N:5]=[C:4]2[CH2:14][N:15]([CH2:18][CH3:19])[C:16](=[O:17])[C:3]=12. (4) Given the reactants [CH2:1]([O:8][C:9]1[CH:10]=[C:11]([CH2:15][NH2:16])[CH:12]=[CH:13][CH:14]=1)[C:2]1[CH:7]=[CH:6][CH:5]=[CH:4][CH:3]=1.Cl[C:18]1[C:27]2[C:22](=[CH:23][CH:24]=[CH:25][CH:26]=2)[N:21]=[CH:20][CH:19]=1.CCN(C(C)C)C(C)C.CO.C(Cl)Cl, predict the reaction product. The product is: [CH2:1]([O:8][C:9]1[CH:10]=[C:11]([CH:12]=[CH:13][CH:14]=1)[CH2:15][NH:16][C:18]1[C:27]2[C:22](=[CH:23][CH:24]=[CH:25][CH:26]=2)[N:21]=[CH:20][CH:19]=1)[C:2]1[CH:3]=[CH:4][CH:5]=[CH:6][CH:7]=1. (5) Given the reactants [Cl:1][C:2]1[CH:3]=[C:4]([CH2:14][OH:15])[CH:5]=[N:6][C:7]=1[O:8][CH2:9][C:10]([F:13])([F:12])[F:11], predict the reaction product. The product is: [Cl:1][C:2]1[C:7]([O:8][CH2:9][C:10]([F:12])([F:13])[F:11])=[N:6][CH:5]=[C:4]([CH:3]=1)[CH:14]=[O:15]. (6) Given the reactants [I-].[Cl-:2].[I-].CC(C)(CCCCCCCCCCCC)C(O[CH2:9][N+:10]1(C)[CH2:15][CH2:14][N:13]([C:16]2[C:17]3[CH:29]=[C:28]([CH3:30])[S:27][C:18]=3[NH:19][C:20]3[CH:26]=[CH:25][CH:24]=[CH:23][C:21]=3[N:22]=2)[CH2:12][CH2:11]1)=O.[I-].CC(C)(CCCCCC)C(OC[N+]1(C)CCN(C2C3C=C(C)SC=3NC3C=CC=CC=3N=2)CC1)=O, predict the reaction product. The product is: [Cl-:2].[CH3:9][NH+:10]1[CH2:11][CH2:12][N:13]([C:16]2[C:17]3[CH:29]=[C:28]([CH3:30])[S:27][C:18]=3[NH:19][C:20]3[CH:26]=[CH:25][CH:24]=[CH:23][C:21]=3[N:22]=2)[CH2:14][CH2:15]1. (7) Given the reactants C(N(CC)C(C)C)(C)C.[OH:10][C:11]1[CH:12]=[C:13]([CH:16]=[CH:17][CH:18]=1)[CH:14]=[O:15].Cl[CH2:20][O:21][CH3:22], predict the reaction product. The product is: [CH3:20][O:21][CH2:22][O:10][C:11]1[CH:12]=[C:13]([CH:16]=[CH:17][CH:18]=1)[CH:14]=[O:15].